From a dataset of Forward reaction prediction with 1.9M reactions from USPTO patents (1976-2016). Predict the product of the given reaction. (1) Given the reactants [CH2:1]([O:8][C:9]1[CH:10]=[C:11]([OH:15])[CH:12]=[CH:13][CH:14]=1)[C:2]1[CH:7]=[CH:6][CH:5]=[CH:4][CH:3]=1.N1C2C(=CC=CC=2O)C=CC=1.P([O-])([O-])([O-])=O.[K+].[K+].[K+].[NH2:35][C:36]1[C:47](Br)=[CH:46][C:39]2[N:40]([CH3:45])[C:41](=[O:44])[N:42]([CH3:43])[C:38]=2[CH:37]=1, predict the reaction product. The product is: [NH2:35][C:36]1[C:47]([O:15][C:11]2[CH:12]=[CH:13][CH:14]=[C:9]([O:8][CH2:1][C:2]3[CH:3]=[CH:4][CH:5]=[CH:6][CH:7]=3)[CH:10]=2)=[CH:46][C:39]2[N:40]([CH3:45])[C:41](=[O:44])[N:42]([CH3:43])[C:38]=2[CH:37]=1. (2) Given the reactants [N:1]([CH2:4][CH:5]1[NH:10][C:9]2[C:11](Br)=[CH:12][C:13]([Cl:15])=[CH:14][C:8]=2[O:7][CH2:6]1)=[N+:2]=[N-:3].[F:17][C:18]1[CH:23]=[CH:22][CH:21]=[CH:20][C:19]=1B(O)O, predict the reaction product. The product is: [N:1]([CH2:4][CH:5]1[NH:10][C:9]2[C:11]([C:19]3[CH:20]=[CH:21][CH:22]=[CH:23][C:18]=3[F:17])=[CH:12][C:13]([Cl:15])=[CH:14][C:8]=2[O:7][CH2:6]1)=[N+:2]=[N-:3].